From a dataset of Forward reaction prediction with 1.9M reactions from USPTO patents (1976-2016). Predict the product of the given reaction. (1) Given the reactants Br[C:2]1[CH:3]=[C:4]([C:8]2(C([O-])=O)[CH2:10][CH2:9]2)[CH:5]=[N:6][CH:7]=1.[K+].[F:15][C:16]1[CH:25]=[C:24]2[C:19]([CH2:20][CH2:21][C:22](=[O:27])[N:23]2[CH3:26])=[CH:18][C:17]=1B1OC(C)(C)C(C)(C)O1.C1(P([N:51]=[N+]=[N-])(C2C=CC=CC=2)=O)C=CC=CC=1.C[Si](C)(C)[O-].[Na+], predict the reaction product. The product is: [NH2:51][C:8]1([C:4]2[CH:3]=[C:2]([C:17]3[CH:18]=[C:19]4[C:24](=[CH:25][C:16]=3[F:15])[N:23]([CH3:26])[C:22](=[O:27])[CH2:21][CH2:20]4)[CH:7]=[N:6][CH:5]=2)[CH2:9][CH2:10]1. (2) Given the reactants Cl[CH2:2][C:3]([NH:5][C:6]1[CH:7]=[CH:8][C:9]2[C:10](=[O:19])[C:11]3[C:16]([C:17]=2[CH:18]=1)=[CH:15][CH:14]=[CH:13][CH:12]=3)=[O:4].C([O-])([O-])=O.[K+].[K+].O.[C:27]([O:30][CH2:31]C)(=[O:29])[CH3:28].C[N:34]([CH:36]=O)[CH3:35], predict the reaction product. The product is: [CH3:31][O:30][C:27](=[O:29])[C:28]1[CH:17]=[CH:9][CH:8]=[CH:7][C:36]=1[NH:34][CH:35]1[CH2:18][CH2:6][N:5]([CH2:2][C:3](=[O:4])[NH:5][C:6]2[CH:7]=[CH:8][C:9]3[C:10](=[O:19])[C:11]4[C:16]([C:17]=3[CH:18]=2)=[CH:15][CH:14]=[CH:13][CH:12]=4)[CH2:3][CH2:2]1. (3) Given the reactants [NH2:1][C:2]1[N:7]=[C:6]([NH:8][CH2:9][CH2:10][C:11]2[CH:16]=[CH:15][C:14]([S:17]([NH2:20])(=[O:19])=[O:18])=[CH:13][CH:12]=2)[CH:5]=[C:4](Cl)[N:3]=1.[C:22]([C:24]1[C:25]([CH3:33])=[C:26](B(O)O)[CH:27]=[CH:28][CH:29]=1)#[N:23], predict the reaction product. The product is: [NH2:1][C:2]1[N:7]=[C:6]([NH:8][CH2:9][CH2:10][C:11]2[CH:16]=[CH:15][C:14]([S:17]([NH2:20])(=[O:19])=[O:18])=[CH:13][CH:12]=2)[CH:5]=[C:4]([C:26]2[CH:27]=[CH:28][CH:29]=[C:24]([C:22]#[N:23])[C:25]=2[CH3:33])[N:3]=1. (4) The product is: [NH2:36][C:15]1[C:14]2[N:20]=[C:21]([CH2:31][O:32][CH2:33][CH3:34])[N:22]([CH2:23][C:24]([NH:27][C:28](=[O:30])[CH3:29])([CH3:26])[CH3:25])[C:13]=2[C:12]2[CH:11]=[CH:10][C:9]([O:8][CH2:1][C:2]3[CH:7]=[CH:6][CH:5]=[CH:4][CH:3]=3)=[CH:18][C:17]=2[N:16]=1. Given the reactants [CH2:1]([O:8][C:9]1[CH:10]=[CH:11][C:12]2[C:13]3[N:22]([CH2:23][C:24]([NH:27][C:28](=[O:30])[CH3:29])([CH3:26])[CH3:25])[C:21]([CH2:31][O:32][CH2:33][CH3:34])=[N:20][C:14]=3[CH:15]=[N+:16]([O-])[C:17]=2[CH:18]=1)[C:2]1[CH:7]=[CH:6][CH:5]=[CH:4][CH:3]=1.[OH-].[NH4+:36].C1(C)C=CC(S(Cl)(=O)=O)=CC=1, predict the reaction product. (5) The product is: [Br:1][C:2]1[N:7]=[C:6]([N:8]2[CH2:14][CH2:13][CH2:12][CH:11]([NH:15][CH2:16][CH2:17][CH2:18][OH:25])[CH2:10][CH2:9]2)[CH:5]=[CH:4][CH:3]=1. Given the reactants [Br:1][C:2]1[N:7]=[C:6]([N:8]2[CH2:14][CH2:13][CH2:12][CH:11]([NH:15][CH2:16][CH2:17][CH2:18]CO)[CH2:10][CH2:9]2)[CH:5]=[CH:4][CH:3]=1.NCCC[OH:25], predict the reaction product.